From a dataset of Full USPTO retrosynthesis dataset with 1.9M reactions from patents (1976-2016). Predict the reactants needed to synthesize the given product. (1) Given the product [O:1]=[C:2]1[NH:7][CH:6]([CH2:8][C:9]2[CH:32]=[CH:31][C:12]([O:13][C:14]3[CH:30]=[CH:29][C:17]([CH2:18][C:19]4[CH:20]=[C:21]5[C:25](=[CH:26][CH:27]=4)[NH:24][C:23](=[O:28])[CH2:22]5)=[CH:16][CH:15]=3)=[CH:11][CH:10]=2)[CH2:5][O:4][CH2:3]1, predict the reactants needed to synthesize it. The reactants are: [O:1]=[C:2]1[NH:7][CH:6]([CH2:8][C:9]2[CH:32]=[CH:31][C:12]([O:13][C:14]3[CH:30]=[CH:29][C:17]([CH:18]=[C:19]4[CH:27]=[CH:26][C:25]5[NH:24][C:23](=[O:28])[CH2:22][C:21]=5[CH2:20]4)=[CH:16][CH:15]=3)=[CH:11][CH:10]=2)[CH2:5][O:4][CH2:3]1. (2) Given the product [OH:10][C@H:8]1[CH2:7][CH2:6][N:5]([S:31]([C:28]2[CH:27]=[CH:26][C:25]([C:22]3[CH:23]=[CH:24][C:19]([O:18][CH3:17])=[CH:20][CH:21]=3)=[CH:30][CH:29]=2)(=[O:33])=[O:32])[C@@H:4]([C:3]([O:2][CH3:1])=[O:11])[CH2:9]1, predict the reactants needed to synthesize it. The reactants are: [CH3:1][O:2][C:3](=[O:11])[C@H:4]1[CH2:9][C@@H:8]([OH:10])[CH2:7][CH2:6][NH:5]1.C([O-])(O)=O.[Na+].[CH3:17][O:18][C:19]1[CH:24]=[CH:23][C:22]([C:25]2[CH:30]=[CH:29][C:28]([S:31](Cl)(=[O:33])=[O:32])=[CH:27][CH:26]=2)=[CH:21][CH:20]=1. (3) Given the product [CH3:45][N:36]([CH2:35][C:31]1[CH:30]=[C:29]([CH:34]=[CH:33][CH:32]=1)[C:28]([NH:27][C:16]1[CH:17]=[CH:18][C:19]([N:21]2[CH2:22][CH2:23][CH2:24][CH2:25][CH2:26]2)=[CH:20][C:15]=1[C:11]1[CH:10]=[C:9]([CH:14]=[CH:13][N:12]=1)[C:8]([NH:7][CH2:6][C:5]1[CH:48]=[CH:49][CH:50]=[C:3]([C:2]([F:1])([F:51])[F:52])[CH:4]=1)=[O:47])=[O:46])[CH2:37][CH2:38][N:39]1[CH2:40][CH2:41][N:42]([CH3:53])[CH2:43][CH2:44]1, predict the reactants needed to synthesize it. The reactants are: [F:1][C:2]([F:52])([F:51])[C:3]1[CH:4]=[C:5]([CH:48]=[CH:49][CH:50]=1)[CH2:6][NH:7][C:8](=[O:47])[C:9]1[CH:14]=[CH:13][N:12]=[C:11]([C:15]2[CH:20]=[C:19]([N:21]3[CH2:26][CH2:25][CH2:24][CH2:23][CH2:22]3)[CH:18]=[CH:17][C:16]=2[NH:27][C:28](=[O:46])[C:29]2[CH:34]=[CH:33][CH:32]=[C:31]([CH2:35][N:36]([CH3:45])[CH2:37][CH2:38][N:39]3[CH2:44][CH2:43][NH:42][CH2:41][CH2:40]3)[CH:30]=2)[CH:10]=1.[C:53]([BH3-])#N.[Na+].C(O)(=O)C.